Task: Predict the reactants needed to synthesize the given product.. Dataset: Full USPTO retrosynthesis dataset with 1.9M reactions from patents (1976-2016) (1) Given the product [C:6]([O:10][C:11](=[O:26])[NH:12][C@@H:13]([CH2:14][C:15]1[CH:20]=[CH:19][CH:18]=[CH:17][C:16]=1[O:21][CH3:22])[CH2:23][NH2:24])([CH3:8])([CH3:9])[CH3:7], predict the reactants needed to synthesize it. The reactants are: C1COCC1.[C:6]([O:10][C:11](=[O:26])[NH:12][C@H:13]([C:23](=O)[NH2:24])[CH2:14][C:15]1[CH:20]=[CH:19][CH:18]=[CH:17][C:16]=1[O:21][CH3:22])([CH3:9])([CH3:8])[CH3:7]. (2) Given the product [CH2:20]([O:19][C:16](=[O:18])[CH2:17][C:39]1[CH:38]=[CH:53][C:42]([NH:43][C:7]([C:6]2[CH:5]=[C:4]([C:10]3[CH:15]=[CH:14][CH:13]=[CH:12][CH:11]=3)[O:3][C:2]=2[CH3:1])=[O:9])=[CH:41][CH:40]=1)[CH3:21], predict the reactants needed to synthesize it. The reactants are: [CH3:1][C:2]1[O:3][C:4]([C:10]2[CH:15]=[CH:14][CH:13]=[CH:12][CH:11]=2)=[CH:5][C:6]=1[C:7]([OH:9])=O.[C:16]([O:19][C:20]1C=CC(N)=C[C:21]=1CC)(=[O:18])[CH3:17].CN(C(ON1N=N[C:39]2[CH:40]=[CH:41][CH:42]=[N:43][C:38]1=2)=[N+](C)C)C.F[P-](F)(F)(F)(F)F.[CH3:53]N(C)C=O. (3) Given the product [F:26][C:20]1[CH:21]=[N:22][CH:23]=[C:24]([F:25])[C:19]=1[CH2:18][S:8][C:6]1[N:5]=[C:4]([OH:9])[CH:3]=[C:2]([CH3:1])[N:7]=1, predict the reactants needed to synthesize it. The reactants are: [CH3:1][C:2]1[N:7]=[C:6]([SH:8])[N:5]=[C:4]([OH:9])[CH:3]=1.C(N(CC)CC)C.Br[CH2:18][C:19]1[C:24]([F:25])=[CH:23][N:22]=[CH:21][C:20]=1[F:26].